From a dataset of Forward reaction prediction with 1.9M reactions from USPTO patents (1976-2016). Predict the product of the given reaction. (1) The product is: [CH3:1][N:2]([C:3]1[CH:11]=[CH:10][C:9]2[N:8](/[CH:12]=[C:13](/[C:15]3[CH:20]=[CH:19][N:18]=[CH:17][CH:16]=3)\[CH3:14])[C:7]3[CH2:21][CH2:22][N:23]([CH3:25])[CH2:24][C:6]=3[C:5]=2[CH:4]=1)[C:26](=[O:28])[CH3:27]. Given the reactants [CH3:1][NH:2][C:3]1[CH:11]=[CH:10][C:9]2[N:8]([CH:12]=[C:13]([C:15]3[CH:20]=[CH:19][N:18]=[CH:17][CH:16]=3)[CH3:14])[C:7]3[CH2:21][CH2:22][N:23]([CH3:25])[CH2:24][C:6]=3[C:5]=2[CH:4]=1.[C:26](OC(=O)C)(=[O:28])[CH3:27].[OH-].[Na+], predict the reaction product. (2) The product is: [Cl:23][C:18]1[CH:19]=[CH:20][CH:21]=[CH:22][C:17]=1[C:13]1[CH:14]=[CH:15][CH:16]=[C:11]([N:9]2[CH:10]=[C:6]([C:4]([C:29]3[S:30][C:26]([CH3:25])=[CH:27][N:28]=3)=[O:5])[N:7]=[CH:8]2)[CH:12]=1. Given the reactants CON(C)[C:4]([C:6]1[N:7]=[CH:8][N:9]([C:11]2[CH:12]=[C:13]([C:17]3[CH:22]=[CH:21][CH:20]=[CH:19][C:18]=3[Cl:23])[CH:14]=[CH:15][CH:16]=2)[CH:10]=1)=[O:5].[CH3:25][C:26]1[S:30][CH:29]=[N:28][CH:27]=1, predict the reaction product. (3) Given the reactants CS([C:5]1[N:10]=[C:9]([C:11]2[S:12][C:13]([S:16]([N:19]3[CH2:24][CH2:23][O:22][CH2:21][CH2:20]3)(=[O:18])=[O:17])=[CH:14][CH:15]=2)[CH:8]=[CH:7][N:6]=1)(=O)=O.[NH2:25][CH2:26][CH2:27][N:28]1[CH2:32][CH2:31][NH:30][C:29]1=[O:33].C(N(CC)CC)C, predict the reaction product. The product is: [O:22]1[CH2:23][CH2:24][N:19]([S:16]([C:13]2[S:12][C:11]([C:9]3[CH:8]=[CH:7][N:6]=[C:5]([NH:25][CH2:26][CH2:27][N:28]4[CH2:32][CH2:31][NH:30][C:29]4=[O:33])[N:10]=3)=[CH:15][CH:14]=2)(=[O:18])=[O:17])[CH2:20][CH2:21]1. (4) Given the reactants [F:1][C:2]([F:13])([F:12])[O:3][C:4]1[CH:10]=[C:9](Br)[CH:8]=[CH:7][C:5]=1[NH2:6].[F:14][C:15]1[CH:20]=[CH:19][CH:18]=[CH:17][C:16]=1B(O)O, predict the reaction product. The product is: [F:14][C:15]1[CH:20]=[CH:19][CH:18]=[CH:17][C:16]=1[C:9]1[CH:8]=[CH:7][C:5]([NH2:6])=[C:4]([O:3][C:2]([F:13])([F:12])[F:1])[CH:10]=1. (5) Given the reactants [C:1]1([C:11]2[CH:16]=[CH:15][CH:14]=[CH:13][CH:12]=2)[CH:6]=[C:5]([CH:7]=O)[CH:4]=[C:3]([CH:9]=O)[CH:2]=1.[NH2:17][CH2:18][CH2:19][CH2:20][NH:21][CH2:22][CH2:23][CH2:24][NH:25][CH2:26][CH2:27][CH2:28][CH3:29].[BH4-].[Na+].[OH-].[Na+], predict the reaction product. The product is: [C:1]1([C:11]2[CH:16]=[CH:15][CH:14]=[CH:13][CH:12]=2)[CH:6]=[C:5]([CH2:7][NH:17][CH2:18][CH2:19][CH2:20][NH:21][CH2:22][CH2:23][CH2:24][NH:25][CH2:26][CH2:27][CH2:28][CH3:29])[CH:4]=[C:3]([CH2:9][NH:17][CH2:18][CH2:19][CH2:20][NH:21][CH2:22][CH2:23][CH2:24][NH:25][CH2:26][CH2:27][CH2:28][CH3:29])[CH:2]=1. (6) Given the reactants [F:1][C:2]1([F:17])[O:6][C:5]2[CH:7]=[CH:8][C:9]([C:11]3([C:14]([OH:16])=O)[CH2:13][CH2:12]3)=[CH:10][C:4]=2[O:3]1.S(Cl)(Cl)=O.[NH2:22][C:23]1[CH:24]=[C:25]2[C:29](=[CH:30][C:31]=1[F:32])[N:28]([CH2:33][C@@H:34]([OH:44])[CH2:35][O:36][CH2:37][C:38]1[CH:43]=[CH:42][CH:41]=[CH:40][CH:39]=1)[C:27]([C:45]([CH3:56])([CH3:55])[CH2:46][O:47][CH2:48][C:49]1[CH:54]=[CH:53][CH:52]=[CH:51][CH:50]=1)=[CH:26]2.C(N(CC)CC)C, predict the reaction product. The product is: [CH2:37]([O:36][CH2:35][C@H:34]([OH:44])[CH2:33][N:28]1[C:29]2[C:25](=[CH:24][C:23]([NH:22][C:14]([C:11]3([C:9]4[CH:8]=[CH:7][C:5]5[O:6][C:2]([F:1])([F:17])[O:3][C:4]=5[CH:10]=4)[CH2:12][CH2:13]3)=[O:16])=[C:31]([F:32])[CH:30]=2)[CH:26]=[C:27]1[C:45]([CH3:55])([CH3:56])[CH2:46][O:47][CH2:48][C:49]1[CH:50]=[CH:51][CH:52]=[CH:53][CH:54]=1)[C:38]1[CH:39]=[CH:40][CH:41]=[CH:42][CH:43]=1.